From a dataset of Full USPTO retrosynthesis dataset with 1.9M reactions from patents (1976-2016). Predict the reactants needed to synthesize the given product. (1) Given the product [F:23][C:14]1[CH:13]=[C:12]([NH:11][S:8]([C:5]2[CH:6]=[CH:7][C:2]([B:24]3[O:28][C:27]([CH3:30])([CH3:29])[C:26]([CH3:32])([CH3:31])[O:25]3)=[CH:3][CH:4]=2)(=[O:10])=[O:9])[C:21]([F:22])=[CH:20][C:15]=1[C:16]([O:18][CH3:19])=[O:17], predict the reactants needed to synthesize it. The reactants are: Br[C:2]1[CH:7]=[CH:6][C:5]([S:8]([NH:11][C:12]2[C:21]([F:22])=[CH:20][C:15]([C:16]([O:18][CH3:19])=[O:17])=[C:14]([F:23])[CH:13]=2)(=[O:10])=[O:9])=[CH:4][CH:3]=1.[B:24]1([B:24]2[O:28][C:27]([CH3:30])([CH3:29])[C:26]([CH3:32])([CH3:31])[O:25]2)[O:28][C:27]([CH3:30])([CH3:29])[C:26]([CH3:32])([CH3:31])[O:25]1.C([O-])(=O)C.[K+]. (2) Given the product [CH2:1]([NH:21][C:20]1[CH:22]=[CH:23][C:17]([CH2:9][CH2:10][CH2:11][CH2:12][CH2:13][CH2:14][CH2:15][CH3:16])=[CH:18][CH:19]=1)[C:2]1[CH:7]=[CH:6][CH:5]=[CH:4][CH:3]=1, predict the reactants needed to synthesize it. The reactants are: [CH:1](=O)[C:2]1[CH:7]=[CH:6][CH:5]=[CH:4][CH:3]=1.[CH2:9]([C:17]1[CH:23]=[CH:22][C:20]([NH2:21])=[CH:19][CH:18]=1)[CH2:10][CH2:11][CH2:12][CH2:13][CH2:14][CH2:15][CH3:16]. (3) Given the product [C:30]([Si:27]([O:34][C:35]1[CH:42]=[CH:41][C:38]([CH2:39][I:25])=[CH:37][CH:36]=1)([CH3:29])[CH3:28])([CH3:33])([CH3:32])[CH3:31], predict the reactants needed to synthesize it. The reactants are: C1(P(C2C=CC=CC=2)C2C=CC=CC=2)C=CC=CC=1.N1C=CN=C1.[I:25]I.[Si:27]([O:34][C:35]1[CH:42]=[CH:41][C:38]([CH2:39]O)=[CH:37][CH:36]=1)([C:30]([CH3:33])([CH3:32])[CH3:31])([CH3:29])[CH3:28]. (4) Given the product [C:25]([OH:32])(=[O:31])/[CH:26]=[CH:27]/[C:28]([OH:30])=[O:29].[N:1]12[CH2:6][CH2:5][CH:4]([CH2:7][CH2:8]1)[C@H:3]([O:9][C:10]1[N:15]=[CH:14][C:13]([C:16]3[CH:17]=[C:18]4[C:22](=[CH:23][CH:24]=3)[NH:21][CH:20]=[CH:19]4)=[CH:12][N:11]=1)[CH2:2]2.[N:1]12[CH2:6][CH2:5][CH:4]([CH2:7][CH2:8]1)[C@H:3]([O:9][C:10]1[N:15]=[CH:14][C:13]([C:16]3[CH:17]=[C:18]4[C:22](=[CH:23][CH:24]=3)[NH:21][CH:20]=[CH:19]4)=[CH:12][N:11]=1)[CH2:2]2, predict the reactants needed to synthesize it. The reactants are: [N:1]12[CH2:8][CH2:7][CH:4]([CH2:5][CH2:6]1)[C@H:3]([O:9][C:10]1[N:15]=[CH:14][C:13]([C:16]3[CH:17]=[C:18]4[C:22](=[CH:23][CH:24]=3)[NH:21][CH:20]=[CH:19]4)=[CH:12][N:11]=1)[CH2:2]2.[C:25]([OH:32])(=[O:31])/[CH:26]=[CH:27]/[C:28]([OH:30])=[O:29]. (5) Given the product [NH2:24][C:22]1[CH:21]=[CH:20][C:3]([O:4][C:5]2[N:10]=[CH:9][N:8]=[C:7]([NH:11][C:12]([N:14]3[CH2:15][CH2:16][O:17][CH2:18][CH2:19]3)=[O:13])[CH:6]=2)=[C:2]([F:1])[CH:23]=1, predict the reactants needed to synthesize it. The reactants are: [F:1][C:2]1[CH:23]=[C:22]([N+:24]([O-])=O)[CH:21]=[CH:20][C:3]=1[O:4][C:5]1[N:10]=[CH:9][N:8]=[C:7]([NH:11][C:12]([N:14]2[CH2:19][CH2:18][O:17][CH2:16][CH2:15]2)=[O:13])[CH:6]=1.[Cl-].[NH4+].C(OCC)(=O)C.O1CCCC1. (6) Given the product [N:1]1[CH:6]=[CH:5][CH:4]=[CH:3][C:2]=1[CH2:7][NH:8][CH2:16][C:17]1[CH:24]=[CH:23][C:20]([C:21]#[N:22])=[CH:19][CH:18]=1, predict the reactants needed to synthesize it. The reactants are: [N:1]1[CH:6]=[CH:5][CH:4]=[CH:3][C:2]=1[CH2:7][NH2:8].C(=O)([O-])[O-].[K+].[K+].Br[CH2:16][C:17]1[CH:24]=[CH:23][C:20]([C:21]#[N:22])=[CH:19][CH:18]=1. (7) Given the product [CH2:37]([NH:44][C:7]([C:6]1[S:5][C:4]([NH:10][C:11](=[O:12])[C:13]2[CH:18]=[CH:17][N:16]=[CH:15][CH:14]=2)=[N:3][C:2]=1[CH3:1])=[O:9])[C:38]1[CH:43]=[CH:42][CH:41]=[CH:40][CH:39]=1, predict the reactants needed to synthesize it. The reactants are: [CH3:1][C:2]1[N:3]=[C:4]([NH:10][C:11]([C:13]2[CH:18]=[CH:17][N:16]=[CH:15][CH:14]=2)=[O:12])[S:5][C:6]=1[C:7]([OH:9])=O.CN1CCOCC1.ClC1N=C(OC)N=C(OC)N=1.[CH2:37]([NH2:44])[C:38]1[CH:43]=[CH:42][CH:41]=[CH:40][CH:39]=1.